Dataset: Full USPTO retrosynthesis dataset with 1.9M reactions from patents (1976-2016). Task: Predict the reactants needed to synthesize the given product. (1) Given the product [CH3:29][O:28][C:25]1[CH:24]=[CH:23][C:22]([CH2:21][N:14]2[CH:13]=[CH:12][C:11]3[C:16](=[CH:17][C:18]([CH3:19])=[C:9]([O:8][CH:5]4[CH2:4][CH2:3][CH:2]([N:1]5[CH2:42][CH2:41][CH2:40][CH2:39]5)[CH2:7][CH2:6]4)[CH:10]=3)[C:15]2=[O:20])=[CH:27][CH:26]=1, predict the reactants needed to synthesize it. The reactants are: [NH2:1][C@@H:2]1[CH2:7][CH2:6][C@H:5]([O:8][C:9]2[CH:10]=[C:11]3[C:16](=[CH:17][C:18]=2[CH3:19])[C:15](=[O:20])[N:14]([CH2:21][C:22]2[CH:27]=[CH:26][C:25]([O:28][CH3:29])=[CH:24][CH:23]=2)[CH:13]=[CH:12]3)[CH2:4][CH2:3]1.[I-].[Na+].C(=O)([O-])[O-].[K+].[K+].Br[CH2:39][CH2:40][CH2:41][CH2:42]Br. (2) Given the product [O:18]1[CH2:21][CH2:22][O:23][CH:17]1[C:14]1[CH:15]=[CH:16][C:10]2[O:9][C:8]([C:6]([C:5]3[CH:19]=[CH:20][C:2]([F:1])=[CH:3][CH:4]=3)=[O:7])=[CH:12][C:11]=2[CH:13]=1, predict the reactants needed to synthesize it. The reactants are: [F:1][C:2]1[CH:20]=[CH:19][C:5]([C:6]([C:8]2[O:9][C:10]3[CH:16]=[CH:15][C:14]([CH:17]=[O:18])=[CH:13][C:11]=3[CH:12]=2)=[O:7])=[CH:4][CH:3]=1.[CH2:21](O)[CH2:22][OH:23].[C@]12(CS(O)(=O)=O)C(C)(C)C(CC1)CC2=O.C(=O)(O)[O-].[Na+].